From a dataset of Peptide-MHC class II binding affinity with 134,281 pairs from IEDB. Regression. Given a peptide amino acid sequence and an MHC pseudo amino acid sequence, predict their binding affinity value. This is MHC class II binding data. (1) The peptide sequence is DESIFINKLNGAMVE. The MHC is HLA-DQA10101-DQB10501 with pseudo-sequence HLA-DQA10101-DQB10501. The binding affinity (normalized) is 0.445. (2) The peptide sequence is QAAVVRFQEAANKQK. The MHC is DRB1_0301 with pseudo-sequence DRB1_0301. The binding affinity (normalized) is 0.159.